Dataset: Reaction yield outcomes from USPTO patents with 853,638 reactions. Task: Predict the reaction yield, written as a fraction of the theoretical maximum amount of product (1.0 means a 100% yield; for example, 0.34 means a 34% yield). (1) The reactants are Cl[C:2]1[N:6]([CH3:7])[N:5]=[CH:4][C:3]=1[N+:8]([O-:10])=[O:9].Cl.[OH:12][C:13]1([CH3:20])[CH2:19][CH2:18][CH2:17][NH:16][CH2:15][CH2:14]1.CCN(C(C)C)C(C)C. The catalyst is CCO. The product is [CH3:20][C:13]1([OH:12])[CH2:19][CH2:18][CH2:17][N:16]([C:2]2[N:6]([CH3:7])[N:5]=[CH:4][C:3]=2[N+:8]([O-:10])=[O:9])[CH2:15][CH2:14]1. The yield is 0.660. (2) The reactants are [C:1]([OH:13])(=[O:12])/[CH:2]=[CH:3]/[C:4]1[CH:11]=[CH:10][C:8]([OH:9])=[C:6]([OH:7])[CH:5]=1.[Br-].C([O-])([O-])=O.[K+].[K+]. The catalyst is CC(C)=O. The product is [CH2:3]([O:12][C:1](=[O:13])[CH:2]=[CH:3][C:4]1[CH:11]=[CH:10][C:8]([O:9][CH2:11][CH:4]=[CH2:5])=[C:6]([O:7][CH2:10][CH:8]=[CH2:6])[CH:5]=1)[CH:2]=[CH2:1]. The yield is 0.790. (3) The product is [Cl:1][C:2]1[C:10]2[N:9]=[C:8]3[N:11]([C:15]4[CH:20]=[CH:19][C:18]([Cl:21])=[CH:17][C:16]=4[Cl:22])[CH2:12][CH2:13][CH2:14][N:7]3[C:6]=2[C:5]([CH:23]([N:7]2[CH:6]=[CH:10][N:9]=[CH:8]2)[CH2:24][CH3:25])=[CH:4][CH:3]=1. The yield is 0.940. The reactants are [Cl:1][C:2]1[C:10]2[N:9]=[C:8]3[N:11]([C:15]4[CH:20]=[CH:19][C:18]([Cl:21])=[CH:17][C:16]=4[Cl:22])[CH2:12][CH2:13][CH2:14][N:7]3[C:6]=2[C:5]([CH:23](O)[CH2:24][CH3:25])=[CH:4][CH:3]=1. The catalyst is ClCCl. (4) The product is [Cl:1][C:2]1[CH:7]=[CH:6][C:5]([S:8]([NH:11][C:15]2[CH:20]=[C:19]([Cl:21])[CH:18]=[CH:17][C:16]=2[C:22]([C:24]2[C:25]3[CH:32]=[CH:31][NH:30][C:26]=3[N:27]=[CH:28][CH:29]=2)=[O:23])(=[O:9])=[O:10])=[CH:4][C:3]=1[C:40]([F:43])([F:41])[F:42]. The catalyst is Cl.O1CCOCC1. The reactants are [Cl:1][C:2]1[CH:7]=[CH:6][C:5]([S:8]([N:11]([C:15]2[CH:20]=[C:19]([Cl:21])[CH:18]=[CH:17][C:16]=2[C:22]([C:24]2[C:25]3[CH:32]=[CH:31][N:30]([Si](C(C)(C)C)(C)C)[C:26]=3[N:27]=[CH:28][CH:29]=2)=[O:23])COC)(=[O:10])=[O:9])=[CH:4][C:3]=1[C:40]([F:43])([F:42])[F:41].O.CO. The yield is 0.600. (5) The yield is 0.840. The product is [CH2:1]([O:8][CH2:9][N:10]1[C:14]2[CH:15]=[C:16]([C:29]([N:34]([CH3:35])[CH3:33])=[O:30])[CH:17]=[C:18]([NH:19][CH2:20][C:21]3[C:22]([CH3:28])=[CH:23][CH:24]=[CH:25][C:26]=3[CH3:27])[C:13]=2[N:12]=[C:11]1[CH3:32])[C:2]1[CH:7]=[CH:6][CH:5]=[CH:4][CH:3]=1. The catalyst is O1CCCC1.CN(C)C=O. The reactants are [CH2:1]([O:8][CH2:9][N:10]1[C:14]2[CH:15]=[C:16]([C:29](O)=[O:30])[CH:17]=[C:18]([NH:19][CH2:20][C:21]3[C:26]([CH3:27])=[CH:25][CH:24]=[CH:23][C:22]=3[CH3:28])[C:13]=2[N:12]=[C:11]1[CH3:32])[C:2]1[CH:7]=[CH:6][CH:5]=[CH:4][CH:3]=1.[CH3:33][NH:34][CH3:35].[Cl-].[NH4+]. (6) The reactants are [CH3:1][O:2][C:3]1[CH:4]=[C:5]2[C:10](=[CH:11][C:12]=1[O:13][CH3:14])[N:9]=[CH:8][CH:7]=[C:6]2[O:15][C:16]1[CH:22]=[CH:21][C:19]([NH2:20])=[CH:18][C:17]=1[F:23].C(O)C.[Cl:27][C:28]1[CH:33]=[CH:32][CH:31]=[CH:30][C:29]=1[C:34]([N:36]=[C:37]=[S:38])=[O:35]. The catalyst is C1(C)C=CC=CC=1. The product is [Cl:27][C:28]1[CH:33]=[CH:32][CH:31]=[CH:30][C:29]=1[C:34]([NH:36][C:37]([NH:20][C:19]1[CH:21]=[CH:22][C:16]([O:15][C:6]2[C:5]3[C:10](=[CH:11][C:12]([O:13][CH3:14])=[C:3]([O:2][CH3:1])[CH:4]=3)[N:9]=[CH:8][CH:7]=2)=[C:17]([F:23])[CH:18]=1)=[S:38])=[O:35]. The yield is 0.750. (7) The reactants are [OH:1][CH2:2][C:3]1[CH:13]=[CH:12][C:6]([O:7][CH2:8][C:9](=[O:11])[CH3:10])=[CH:5][CH:4]=1.[BH4-].[Na+]. The catalyst is CO.O. The product is [OH:1][CH2:2][C:3]1[CH:4]=[CH:5][C:6]([O:7][CH2:8][CH:9]([OH:11])[CH3:10])=[CH:12][CH:13]=1. The yield is 0.980. (8) The reactants are [OH:1][C:2]1[CH:7]=[CH:6][CH:5]=[CH:4][C:3]=1[C:8]1[N:17]=[C:16]([N:18]2[CH2:22][CH2:21][C@@H:20]([NH:23]C(=O)OC(C)(C)C)[CH2:19]2)[C:15]2[C:10](=[CH:11][C:12]([CH3:31])=[CH:13][CH:14]=2)[N:9]=1.FC(F)(F)C(O)=O. The yield is 0.950. The product is [NH2:23][C@@H:20]1[CH2:21][CH2:22][N:18]([C:16]2[C:15]3[C:10](=[CH:11][C:12]([CH3:31])=[CH:13][CH:14]=3)[N:9]=[C:8]([C:3]3[CH:4]=[CH:5][CH:6]=[CH:7][C:2]=3[OH:1])[N:17]=2)[CH2:19]1. The catalyst is ClCCl.